This data is from NCI-60 drug combinations with 297,098 pairs across 59 cell lines. The task is: Regression. Given two drug SMILES strings and cell line genomic features, predict the synergy score measuring deviation from expected non-interaction effect. (1) Drug 1: C1CN1C2=NC(=NC(=N2)N3CC3)N4CC4. Drug 2: CC1OCC2C(O1)C(C(C(O2)OC3C4COC(=O)C4C(C5=CC6=C(C=C35)OCO6)C7=CC(=C(C(=C7)OC)O)OC)O)O. Cell line: A498. Synergy scores: CSS=37.0, Synergy_ZIP=-1.09, Synergy_Bliss=-0.207, Synergy_Loewe=5.46, Synergy_HSA=7.03. (2) Drug 1: C1=CC=C(C(=C1)C(C2=CC=C(C=C2)Cl)C(Cl)Cl)Cl. Drug 2: CCN(CC)CCCC(C)NC1=C2C=C(C=CC2=NC3=C1C=CC(=C3)Cl)OC. Cell line: MDA-MB-231. Synergy scores: CSS=17.0, Synergy_ZIP=-3.06, Synergy_Bliss=2.37, Synergy_Loewe=-3.08, Synergy_HSA=0.130. (3) Cell line: MDA-MB-435. Synergy scores: CSS=-4.08, Synergy_ZIP=1.47, Synergy_Bliss=-1.28, Synergy_Loewe=-4.44, Synergy_HSA=-5.17. Drug 1: CC1=C(C=C(C=C1)NC2=NC=CC(=N2)N(C)C3=CC4=NN(C(=C4C=C3)C)C)S(=O)(=O)N.Cl. Drug 2: C(CN)CNCCSP(=O)(O)O. (4) Drug 1: C1=NC2=C(N1)C(=S)N=C(N2)N. Drug 2: C(CN)CNCCSP(=O)(O)O. Cell line: HCC-2998. Synergy scores: CSS=41.5, Synergy_ZIP=-5.53, Synergy_Bliss=-1.21, Synergy_Loewe=-41.0, Synergy_HSA=-1.86. (5) Drug 1: CCC1=CC2CC(C3=C(CN(C2)C1)C4=CC=CC=C4N3)(C5=C(C=C6C(=C5)C78CCN9C7C(C=CC9)(C(C(C8N6C)(C(=O)OC)O)OC(=O)C)CC)OC)C(=O)OC.C(C(C(=O)O)O)(C(=O)O)O. Drug 2: CC(CN1CC(=O)NC(=O)C1)N2CC(=O)NC(=O)C2. Cell line: MCF7. Synergy scores: CSS=27.1, Synergy_ZIP=-8.91, Synergy_Bliss=-4.83, Synergy_Loewe=-10.5, Synergy_HSA=-1.48. (6) Drug 1: C1=C(C(=O)NC(=O)N1)F. Drug 2: CC1CCCC2(C(O2)CC(NC(=O)CC(C(C(=O)C(C1O)C)(C)C)O)C(=CC3=CSC(=N3)C)C)C. Cell line: SK-MEL-5. Synergy scores: CSS=33.2, Synergy_ZIP=-7.21, Synergy_Bliss=-14.6, Synergy_Loewe=-15.0, Synergy_HSA=-15.2.